This data is from Forward reaction prediction with 1.9M reactions from USPTO patents (1976-2016). The task is: Predict the product of the given reaction. (1) Given the reactants [NH:1]=[C:2]([C:4]1[CH:9]=[C:8]([N+:10]([O-:12])=[O:11])[CH:7]=[CH:6][C:5]=1[OH:13])[CH3:3].ClN1C(=O)CCC1=O.C([O-])([O-])=O.[K+].[K+], predict the reaction product. The product is: [CH3:3][C:2]1[C:4]2[CH:9]=[C:8]([N+:10]([O-:12])=[O:11])[CH:7]=[CH:6][C:5]=2[O:13][N:1]=1. (2) Given the reactants [CH3:1][O:2][C:3]1[CH:4]=[CH:5][C:6]([C:9]([O:11]C)=[O:10])=[N:7][CH:8]=1.[OH-].[Na+].C(O)(=O)CC(CC(O)=O)(C(O)=O)O, predict the reaction product. The product is: [CH3:1][O:2][C:3]1[CH:4]=[CH:5][C:6]([C:9]([OH:11])=[O:10])=[N:7][CH:8]=1. (3) Given the reactants [CH2:1]([O:4][C:5]1[CH:10]=[C:9]([Cl:11])[C:8]([CH2:12][C:13]2[CH:18]=[CH:17][C:16]([O:19][CH2:20][CH3:21])=[CH:15][CH:14]=2)=[CH:7][C:6]=1[C@H:22]1[C@H:27]([O:28][CH2:29][C:30]2[CH:35]=[CH:34][CH:33]=[CH:32][CH:31]=2)[C@@H:26]([O:36][CH2:37][C:38]2[CH:43]=[CH:42][CH:41]=[CH:40][CH:39]=2)[C@H:25]([O:44][CH2:45][C:46]2[CH:51]=[CH:50][CH:49]=[CH:48][CH:47]=2)[C@@H:24]([CH2:52][O:53][CH2:54][C:55]2C=CC=CC=2)[O:23]1)[CH:2]=[CH2:3].ClCCl.FC(F)(F)S(O[Si](C)(C)C)(=O)=[O:67], predict the reaction product. The product is: [C:54]([O:53][CH2:52][C@@H:24]1[C@@H:25]([O:44][CH2:45][C:46]2[CH:47]=[CH:48][CH:49]=[CH:50][CH:51]=2)[C@H:26]([O:36][CH2:37][C:38]2[CH:39]=[CH:40][CH:41]=[CH:42][CH:43]=2)[C@@H:27]([O:28][CH2:29][C:30]2[CH:31]=[CH:32][CH:33]=[CH:34][CH:35]=2)[C@H:22]([C:6]2[CH:7]=[C:8]([CH2:12][C:13]3[CH:14]=[CH:15][C:16]([O:19][CH2:20][CH3:21])=[CH:17][CH:18]=3)[C:9]([Cl:11])=[CH:10][C:5]=2[O:4][CH2:1][CH:2]=[CH2:3])[O:23]1)(=[O:67])[CH3:55]. (4) Given the reactants [NH2:1][C@H:2]([CH2:13][N:14]1[CH2:18][CH2:17][CH2:16][CH2:15]1)[C@@H:3]([C:5]1[CH:10]=[CH:9][CH:8]=[CH:7][C:6]=1[O:11][CH3:12])[OH:4].CCN(C(C)C)C(C)C.[C:28](Cl)(=[O:36])[CH2:29][CH2:30][CH2:31][CH2:32][CH2:33][CH2:34][CH3:35], predict the reaction product. The product is: [OH:4][C@H:3]([C:5]1[CH:10]=[CH:9][CH:8]=[CH:7][C:6]=1[O:11][CH3:12])[C@H:2]([NH:1][C:28](=[O:36])[CH2:29][CH2:30][CH2:31][CH2:32][CH2:33][CH2:34][CH3:35])[CH2:13][N:14]1[CH2:15][CH2:16][CH2:17][CH2:18]1. (5) Given the reactants [Br:1][C:2]1[C:3]([S:12]C(C)(C)C)=[C:4]([CH:8]=[CH:9][C:10]=1[I:11])[CH:5]=[N:6]O.C1(C)C=CC(S(O)(=O)=O)=CC=1, predict the reaction product. The product is: [Br:1][C:2]1[C:3]2[S:12][N:6]=[CH:5][C:4]=2[CH:8]=[CH:9][C:10]=1[I:11]. (6) Given the reactants [CH:1]([CH:3]1[CH2:5][CH:4]1[C:6]([O:8][CH2:9][CH3:10])=[O:7])=O.[C:11]([CH2:13][C:14]([O:16][CH3:17])=[O:15])#[N:12].N1CCCCC1.O, predict the reaction product. The product is: [C:11]([C:13]([C:14]([O:16][CH3:17])=[O:15])=[CH:1][CH:3]1[CH2:5][CH:4]1[C:6]([O:8][CH2:9][CH3:10])=[O:7])#[N:12]. (7) Given the reactants [NH2:1][C:2]1[C:3]([C:14]([OH:16])=[O:15])=[N:4][C:5]([O:12][CH3:13])=[C:6]([C:8]([F:11])([F:10])[F:9])[CH:7]=1.OS(O)(=O)=O.O.[C:23]([O-])(O)=O.[Na+], predict the reaction product. The product is: [NH2:1][C:2]1[C:3]([C:14]([O:16][CH3:23])=[O:15])=[N:4][C:5]([O:12][CH3:13])=[C:6]([C:8]([F:9])([F:10])[F:11])[CH:7]=1. (8) Given the reactants [CH2:1]([O:3][C:4]([C:6]1[CH:10]=[C:9]([C:11]([O:13][CH2:14][CH3:15])=[O:12])[NH:8][N:7]=1)=[O:5])[CH3:2].[I:16]I.S([O-])([O-])(=O)=S.[Na+].[Na+], predict the reaction product. The product is: [CH2:14]([O:13][C:11]([C:9]1[C:10]([I:16])=[C:6]([C:4]([O:3][CH2:1][CH3:2])=[O:5])[NH:7][N:8]=1)=[O:12])[CH3:15]. (9) Given the reactants C(OC([NH:8][CH2:9][CH2:10][CH2:11][CH2:12][C:13](C#N)([C:19]1[N:20]=[CH:21][N:22]2[C:31]3[C:26](=[CH:27][CH:28]=[CH:29][CH:30]=3)[CH2:25][CH2:24][C:23]=12)[C:14]([O:16]CC)=[O:15])=O)(C)(C)C.Cl, predict the reaction product. The product is: [NH2:8][CH2:9][CH2:10][CH2:11][CH2:12][CH:13]([C:19]1[N:20]=[CH:21][N:22]2[C:31]3[C:26](=[CH:27][CH:28]=[CH:29][CH:30]=3)[CH2:25][CH2:24][C:23]=12)[C:14]([OH:16])=[O:15].